The task is: Predict the reactants needed to synthesize the given product.. This data is from Full USPTO retrosynthesis dataset with 1.9M reactions from patents (1976-2016). (1) The reactants are: [NH2:1][C:2]1[C:7]([Cl:8])=[CH:6][N:5]=[CH:4][C:3]=1[Cl:9].[H-].[Na+].[Br:12][C:13]1[CH:14]=[C:15]([CH:19]=[CH:20][CH:21]=1)[C:16](Cl)=[O:17]. Given the product [Br:12][C:13]1[CH:14]=[C:15]([CH:19]=[CH:20][CH:21]=1)[C:16]([NH:1][C:2]1[C:7]([Cl:8])=[CH:6][N:5]=[CH:4][C:3]=1[Cl:9])=[O:17], predict the reactants needed to synthesize it. (2) Given the product [Cl:29][C:5]1[CH:4]=[CH:3][C:2]([C:36]2[CH:35]=[CH:34][C:33]([O:32][C:31]([F:30])([F:42])[F:43])=[CH:38][CH:37]=2)=[CH:28][C:6]=1[O:7][CH:8]1[CH2:13][CH2:12][N:11]([C:14]2[CH:18]=[C:17]([C:19]3[N:20]=[N:21][N:22]([CH2:24][C:25]([OH:27])=[O:26])[N:23]=3)[O:16][N:15]=2)[CH2:10][CH2:9]1, predict the reactants needed to synthesize it. The reactants are: Br[C:2]1[CH:3]=[CH:4][C:5]([Cl:29])=[C:6]([CH:28]=1)[O:7][CH:8]1[CH2:13][CH2:12][N:11]([C:14]2[CH:18]=[C:17]([C:19]3[N:20]=[N:21][N:22]([CH2:24][C:25]([OH:27])=[O:26])[N:23]=3)[O:16][N:15]=2)[CH2:10][CH2:9]1.[F:30][C:31]([F:43])([F:42])[O:32][C:33]1[CH:38]=[CH:37][C:36](B(O)O)=[CH:35][CH:34]=1.C([O-])([O-])=O.[Na+].[Na+].